This data is from Full USPTO retrosynthesis dataset with 1.9M reactions from patents (1976-2016). The task is: Predict the reactants needed to synthesize the given product. (1) Given the product [ClH:30].[CH3:3][N:2]([CH2:4][CH:5]1[C:6]([OH:12])([C:13]2[CH:22]=[CH:21][C:20]3[C:15](=[CH:16][CH:17]=[C:18]([O:23][CH3:24])[CH:19]=3)[CH:14]=2)[CH2:7][CH2:8][CH:9]([O:11][C:25](=[O:29])[CH2:26][CH2:27][CH3:28])[CH2:10]1)[CH3:1], predict the reactants needed to synthesize it. The reactants are: [CH3:1][N:2]([CH2:4][CH:5]1[CH2:10][CH:9]([OH:11])[CH2:8][CH2:7][C:6]1([C:13]1[CH:22]=[CH:21][C:20]2[C:15](=[CH:16][CH:17]=[C:18]([O:23][CH3:24])[CH:19]=2)[CH:14]=1)[OH:12])[CH3:3].[C:25]([Cl:30])(=[O:29])[CH2:26][CH2:27][CH3:28].O. (2) The reactants are: [F:1][C:2]1[C:7]([F:8])=[C:6]([O:9][C:10](=[O:14])[C:11]([CH3:13])=[CH2:12])[C:5]([F:15])=[C:4]([F:16])[C:3]=1[S:17]([O-:20])(=[O:19])=[O:18].[Na+].[Br-].[C:23]1([S+:29]([C:36]2[CH:41]=[CH:40][CH:39]=[CH:38][CH:37]=2)[C:30]2[CH:35]=[CH:34][CH:33]=[CH:32][CH:31]=2)[CH:28]=[CH:27][CH:26]=[CH:25][CH:24]=1. Given the product [F:1][C:2]1[C:7]([F:8])=[C:6]([O:9][C:10](=[O:14])[C:11]([CH3:13])=[CH2:12])[C:5]([F:15])=[C:4]([F:16])[C:3]=1[S:17]([O-:20])(=[O:19])=[O:18].[C:36]1([S+:29]([C:23]2[CH:24]=[CH:25][CH:26]=[CH:27][CH:28]=2)[C:30]2[CH:35]=[CH:34][CH:33]=[CH:32][CH:31]=2)[CH:37]=[CH:38][CH:39]=[CH:40][CH:41]=1, predict the reactants needed to synthesize it. (3) Given the product [Br:1][C:2]1[C:3]([F:22])=[CH:4][C:5]2[CH:11]3[CH2:12][CH:9]([CH2:10]3)[N:8]3[C:13]([CH2:28][NH:29][C:23]([CH:24]4[CH2:34][CH2:33]4)=[O:26])=[C:14]([C:16]([NH2:18])=[O:17])[N:15]=[C:7]3[C:6]=2[CH:21]=1, predict the reactants needed to synthesize it. The reactants are: [Br:1][C:2]1[C:3]([F:22])=[CH:4][C:5]2[CH:11]3[CH2:12][CH:9]([CH2:10]3)[N:8]3[C:13](C=O)=[C:14]([C:16]([NH2:18])=[O:17])[N:15]=[C:7]3[C:6]=2[CH:21]=1.[C:23]([O-:26])(=O)[CH3:24].[NH4+].[C:28]([BH3-])#[N:29].[Na+].N.[CH2:33](O)[CH3:34]. (4) Given the product [CH2:1]([O:5][C:6]([C:8]1[N:9]=[C:10]([C:26]2[CH:31]=[CH:30][C:29]([CH3:32])=[CH:28][CH:27]=2)[C:11]2[C:16]([C:17]=1[OH:18])=[CH:15][CH:14]=[CH:13][CH:12]=2)=[O:7])[CH2:2][CH2:3][CH3:4], predict the reactants needed to synthesize it. The reactants are: [CH2:1]([O:5][C:6]([C:8]1[N:9]=[C:10]([C:26]2[CH:31]=[CH:30][C:29]([CH3:32])=[CH:28][CH:27]=2)[C:11]2[C:16]([C:17]=1[O:18]CC1C=CC=CC=1)=[CH:15][CH:14]=[CH:13][CH:12]=2)=[O:7])[CH2:2][CH2:3][CH3:4].